This data is from Reaction yield outcomes from USPTO patents with 853,638 reactions. The task is: Predict the reaction yield, written as a fraction of the theoretical maximum amount of product (1.0 means a 100% yield; for example, 0.34 means a 34% yield). (1) The reactants are [NH:1]1[CH:5]=[N:4][C:3]([C:6]([O:8][CH3:9])=[O:7])=[N:2]1.[N+:10]([C:13]1[CH:20]=[CH:19][C:16]([CH2:17]Br)=[CH:15][CH:14]=1)([O-:12])=[O:11].C(=O)([O-])[O-].[K+].[K+].CN(C)C=O. The catalyst is O. The product is [N+:10]([C:13]1[CH:20]=[CH:19][C:16]([CH2:17][N:2]2[C:3]([C:6]([O:8][CH3:9])=[O:7])=[N:4][CH:5]=[N:1]2)=[CH:15][CH:14]=1)([O-:12])=[O:11]. The yield is 0.120. (2) The reactants are [CH2:1]([O:5][C:6]1[CH:11]=[CH:10][CH:9]=[CH:8][C:7]=1I)[CH:2]=[CH:3][CH3:4].C([O-])([O-])=O.[Na+].[Na+].CC([O-])=O.[Na+]. The catalyst is CN(C=O)C.[N+](CCCC)(CCCC)(CCCC)CCCC.[Cl-].CCOC(C)=O.CC([O-])=O.CC([O-])=O.[Pd+2]. The product is [CH2:3]([C:2]1[C:7]2[CH:8]=[CH:9][CH:10]=[CH:11][C:6]=2[O:5][CH:1]=1)[CH3:4]. The yield is 0.430. (3) The reactants are [CH3:1][O:2][C:3]1[CH:22]=[CH:21][C:6]([CH2:7][O:8][C@H:9]([C@H:11]([CH2:16][CH2:17][CH:18]([CH3:20])[CH3:19])[C@@H:12]([OH:15])[CH:13]=[CH2:14])[CH3:10])=[CH:5][CH:4]=1.[H-].[Na+].[CH2:25](Br)[C:26]1[CH:31]=[CH:30][CH:29]=[CH:28][CH:27]=1. The catalyst is CN(C=O)C. The product is [CH2:25]([O:15][C@H:12]([C@@H:11]([CH2:16][CH2:17][CH:18]([CH3:19])[CH3:20])[C@@H:9]([O:8][CH2:7][C:6]1[CH:5]=[CH:4][C:3]([O:2][CH3:1])=[CH:22][CH:21]=1)[CH3:10])[CH:13]=[CH2:14])[C:26]1[CH:31]=[CH:30][CH:29]=[CH:28][CH:27]=1. The yield is 0.910.